Dataset: Full USPTO retrosynthesis dataset with 1.9M reactions from patents (1976-2016). Task: Predict the reactants needed to synthesize the given product. (1) Given the product [Br:1][C:2]1[CH:3]=[C:4]([N:5]=[C:10]=[O:12])[CH:6]=[CH:7][CH:8]=1, predict the reactants needed to synthesize it. The reactants are: [Br:1][C:2]1[CH:3]=[C:4]([CH:6]=[CH:7][CH:8]=1)[NH2:5].Cl.[C:10](OCC)(=[O:12])C. (2) Given the product [CH2:11]([O:10][C:9]([NH:8][CH2:7][C:6]1[CH:19]=[C:2]([N:1]([C:39]2[CH:25]=[CH:43][CH:42]=[CH:41][CH:40]=2)[C:29](=[O:30])[OH:31])[CH:3]=[CH:4][C:5]=1[S:20]([CH2:23][CH3:24])(=[O:22])=[O:21])=[O:18])[C:12]1[CH:17]=[CH:16][CH:15]=[CH:14][CH:13]=1, predict the reactants needed to synthesize it. The reactants are: [NH2:1][C:2]1[CH:3]=[CH:4][C:5]([S:20]([CH2:23][CH3:24])(=[O:22])=[O:21])=[C:6]([CH:19]=1)[CH2:7][NH:8][C:9](=[O:18])[O:10][CH2:11][C:12]1[CH:17]=[CH:16][CH:15]=[CH:14][CH:13]=1.[CH2:25](Cl)Cl.Cl[C:29]([O:31]C1C=CC=CC=1)=[O:30].N1[CH:43]=[CH:42][CH:41]=[CH:40][CH:39]=1. (3) The reactants are: [CH2:1]([O:3][C:4]([C:6]1[C:10]([CH3:11])=[CH:9][NH:8][C:7]=1[CH2:12][C:13](=O)[NH:14][CH2:15][CH2:16][N:17]([CH2:20][CH3:21])[CH2:18][CH3:19])=[O:5])[CH3:2].O.Cl.[OH-].[Na+]. Given the product [CH2:1]([O:3][C:4]([C:6]1[C:10]([CH3:11])=[CH:9][NH:8][C:7]=1[CH2:12][CH2:13][NH:14][CH2:15][CH2:16][N:17]([CH2:20][CH3:21])[CH2:18][CH3:19])=[O:5])[CH3:2], predict the reactants needed to synthesize it. (4) Given the product [O:1]1[C:5]2[CH:6]=[CH:7][CH:8]=[CH:9][C:4]=2[CH:3]=[C:2]1[C:10]1[CH:15]=[CH:14][CH:13]=[CH:12][C:11]=1[C:16]1[CH:17]=[C:18]([C:22]([N:28]2[CH2:29][CH2:30][CH2:31][N:25]([CH2:32][CH2:33][OH:34])[CH2:26][CH2:27]2)=[O:24])[N:19]([CH3:21])[N:20]=1, predict the reactants needed to synthesize it. The reactants are: [O:1]1[C:5]2[CH:6]=[CH:7][CH:8]=[CH:9][C:4]=2[CH:3]=[C:2]1[C:10]1[CH:15]=[CH:14][CH:13]=[CH:12][C:11]=1[C:16]1[CH:17]=[C:18]([C:22]([OH:24])=O)[N:19]([CH3:21])[N:20]=1.[N:25]1([CH2:32][CH2:33][OH:34])[CH2:31][CH2:30][CH2:29][NH:28][CH2:27][CH2:26]1.C1CCC(N=C=NC2CCCCC2)CC1. (5) Given the product [Cl:75][C:76]1[N:81]=[C:80]([C:4]2[CH:5]=[C:6]3[C:11](=[CH:12][C:3]=2[C:1]#[N:2])[N:10]([C:13]2[C:17]4[CH2:18][N:19]([C:22]([NH:24][CH3:25])=[O:23])[CH2:20][CH2:21][C:16]=4[N:15]([CH:26]4[CH2:27][CH2:28][O:29][CH2:30][CH2:31]4)[N:14]=2)[CH2:9][CH2:8][CH2:7]3)[CH:79]=[CH:78][N:77]=1, predict the reactants needed to synthesize it. The reactants are: [C:1]([C:3]1[CH:12]=[C:11]2[C:6]([CH2:7][CH2:8][CH2:9][N:10]2[C:13]2[C:17]3[CH2:18][N:19]([C:22]([NH:24][CH3:25])=[O:23])[CH2:20][CH2:21][C:16]=3[N:15]([CH:26]3[CH2:31][CH2:30][O:29][CH2:28][CH2:27]3)[N:14]=2)=[CH:5][C:4]=1B1OC(C)(C)C(C)(C)O1)#[N:2].C1(P(C2CCCCC2)C2C=CC=CC=2C2C(C(C)C)=CC(C(C)C)=CC=2C(C)C)CCCCC1.[Cl:75][C:76]1[N:81]=[C:80](Cl)[CH:79]=[CH:78][N:77]=1.C([O-])([O-])=O.[Na+].[Na+]. (6) Given the product [ClH:22].[ClH:22].[Cl:22][C:11]1[CH:12]=[N:13][C:14]2[C:19]([C:10]=1[CH2:9][CH2:8][N:5]1[CH2:6][CH2:7][C:2]([NH:1][CH2:43][C:40]3[CH:41]=[CH:42][C:36]4[S:35][CH2:34][C:33](=[O:32])[NH:38][C:37]=4[N:39]=3)([CH2:23][OH:24])[CH2:3][CH2:4]1)=[CH:18][C:17]([O:20][CH3:21])=[CH:16][CH:15]=2, predict the reactants needed to synthesize it. The reactants are: [NH2:1][C:2]1([CH2:23][OH:24])[CH2:7][CH2:6][N:5]([CH2:8][CH2:9][C:10]2[C:19]3[C:14](=[CH:15][CH:16]=[C:17]([O:20][CH3:21])[CH:18]=3)[N:13]=[CH:12][C:11]=2[Cl:22])[CH2:4][CH2:3]1.[O-]S([O-])(=O)=O.[Na+].[Na+].[O:32]=[C:33]1[NH:38][C:37]2[N:39]=[C:40]([CH:43]=O)[CH:41]=[CH:42][C:36]=2[S:35][CH2:34]1.[BH4-].[Na+]. (7) Given the product [C:29]([CH:26]1[CH2:27][CH2:28][CH:23]([O:22][C:17]2[CH:18]=[C:19]3[C:14](=[CH:15][CH:16]=2)[CH:13]=[C:12]([CH:7]([NH:6][CH2:5][CH2:4][C:3]([OH:33])=[O:2])[C:8]([F:11])([F:9])[F:10])[CH:21]=[CH:20]3)[CH2:24][CH2:25]1)([CH3:32])([CH3:30])[CH3:31], predict the reactants needed to synthesize it. The reactants are: C[O:2][C:3](=[O:33])[CH2:4][CH2:5][NH:6][CH:7]([C:12]1[CH:21]=[CH:20][C:19]2[C:14](=[CH:15][CH:16]=[C:17]([O:22][CH:23]3[CH2:28][CH2:27][CH:26]([C:29]([CH3:32])([CH3:31])[CH3:30])[CH2:25][CH2:24]3)[CH:18]=2)[CH:13]=1)[C:8]([F:11])([F:10])[F:9].C(O)C.[OH-].[Na+].O.Cl. (8) Given the product [C:1]1([CH2:7][C:8]([NH:18][C:19]2[CH:32]=[CH:31][C:22]([CH2:23][N:24]3[C:28](=[O:29])[CH2:27][S:26][C:25]3=[O:30])=[CH:21][CH:20]=2)=[O:9])[CH:6]=[CH:5][CH:4]=[CH:3][CH:2]=1, predict the reactants needed to synthesize it. The reactants are: [C:1]1([CH2:7][C:8](Cl)=[O:9])[CH:6]=[CH:5][CH:4]=[CH:3][CH:2]=1.C(N(CC)CC)C.[NH2:18][C:19]1[CH:32]=[CH:31][C:22]([CH2:23][N:24]2[C:28](=[O:29])[CH2:27][S:26][C:25]2=[O:30])=[CH:21][CH:20]=1.Cl. (9) Given the product [CH2:44]([N:43]([CH2:46][CH3:47])[CH2:41][CH2:40][O:1][C:2]1[CH:3]=[CH:4][C:5]([CH2:6][N:8]([CH:34]([CH3:36])[CH3:35])[C:9]2[CH:14]=[C:13]([O:15][CH3:16])[CH:12]=[CH:11][C:10]=2[CH:17]2[CH2:26][CH2:25][C:24]3[CH:23]=[C:22]([OH:27])[CH:21]=[CH:20][C:19]=3[CH2:18]2)=[CH:37][CH:38]=1)[CH3:45], predict the reactants needed to synthesize it. The reactants are: [OH:1][C:2]1[CH:38]=[CH:37][C:5]([C:6]([N:8]([CH:34]([CH3:36])[CH3:35])[C:9]2[CH:14]=[C:13]([O:15][CH3:16])[CH:12]=[CH:11][C:10]=2[CH:17]2[CH2:26][CH2:25][C:24]3[CH:23]=[C:22]([O:27]C(=O)C(C)(C)C)[CH:21]=[CH:20][C:19]=3[CH2:18]2)=O)=[CH:4][CH:3]=1.Cl[CH2:40][C:41]([N:43]([CH2:46][CH3:47])[CH2:44][CH3:45])=O.